Dataset: Catalyst prediction with 721,799 reactions and 888 catalyst types from USPTO. Task: Predict which catalyst facilitates the given reaction. (1) Reactant: [CH2:1]([O:3][C:4]1[CH:5]=[C:6]([CH:9]=[CH:10][C:11]=1[O:12][CH2:13][C:14]1[N:15]=[C:16]([C:20]2[O:21][CH:22]=[CH:23][CH:24]=2)[O:17][C:18]=1[CH3:19])[CH:7]=[O:8])[CH3:2].C(O)C.[BH4-].[Na+].O. Product: [CH2:1]([O:3][C:4]1[CH:5]=[C:6]([CH2:7][OH:8])[CH:9]=[CH:10][C:11]=1[O:12][CH2:13][C:14]1[N:15]=[C:16]([C:20]2[O:21][CH:22]=[CH:23][CH:24]=2)[O:17][C:18]=1[CH3:19])[CH3:2]. The catalyst class is: 7. (2) Reactant: Cl.[NH:2]1[CH2:8][CH2:7][CH2:6][C:5](=[O:9])[CH2:4][CH2:3]1.C(N(C(C)C)CC)(C)C.[Cl:19][C:20]1[CH:29]=[CH:28][C:23]([CH:24]=[CH:25][CH2:26]Cl)=[CH:22][CH:21]=1. Product: [Cl:19][C:20]1[CH:29]=[CH:28][C:23](/[CH:24]=[CH:25]/[CH2:26][N:2]2[CH2:8][CH2:7][CH2:6][C:5](=[O:9])[CH2:4][CH2:3]2)=[CH:22][CH:21]=1. The catalyst class is: 10. (3) Reactant: COC1C=C(OC)C=CC=1C[N:6]1[C:10](=[O:11])[CH2:9][CH:8]([C:12]([OH:14])=[O:13])[CH2:7]1.C1(OC)C=CC=CC=1. Product: [O:11]=[C:10]1[NH:6][CH2:7][CH:8]([C:12]([OH:14])=[O:13])[CH2:9]1. The catalyst class is: 55. (4) Reactant: [CH2:1]([O:5][CH2:6][CH2:7][O:8][C:9]1[CH:14]=[CH:13][C:12]([C:15]2[CH:16]=[CH:17][C:18]3[N:24]([C:25](=[O:30])[C:26]([F:29])([F:28])[F:27])[CH2:23][CH2:22][C:21]([C:31]([NH:33][C:34]4[CH:39]=[CH:38][C:37]([CH:40]([OH:47])[C:41]5[CH:46]=[CH:45][CH:44]=[CH:43][N:42]=5)=[C:36]([O:48][CH3:49])[CH:35]=4)=[O:32])=[CH:20][C:19]=3[CH:50]=2)=[CH:11][CH:10]=1)[CH2:2][CH2:3][CH3:4].ClC1C=CC=C(C(OO)=[O:59])C=1.S([O-])([O-])(=O)=S.[Na+].[Na+]. Product: [CH2:1]([O:5][CH2:6][CH2:7][O:8][C:9]1[CH:10]=[CH:11][C:12]([C:15]2[CH:16]=[CH:17][C:18]3[N:24]([C:25](=[O:30])[C:26]([F:28])([F:29])[F:27])[CH2:23][CH2:22][C:21]([C:31]([NH:33][C:34]4[CH:39]=[CH:38][C:37]([CH:40]([OH:47])[C:41]5[CH:46]=[CH:45][CH:44]=[CH:43][N+:42]=5[O-:59])=[C:36]([O:48][CH3:49])[CH:35]=4)=[O:32])=[CH:20][C:19]=3[CH:50]=2)=[CH:13][CH:14]=1)[CH2:2][CH2:3][CH3:4]. The catalyst class is: 4. (5) Reactant: [CH3:1][C:2]1[CH:3]=[C:4]([C:14](=[O:16])[CH3:15])[CH:5]=[N:6][C:7]=1[O:8][CH2:9][C:10]([F:13])([F:12])[F:11].[BH4-].[Na+]. Product: [CH3:1][C:2]1[CH:3]=[C:4]([CH:14]([OH:16])[CH3:15])[CH:5]=[N:6][C:7]=1[O:8][CH2:9][C:10]([F:13])([F:11])[F:12]. The catalyst class is: 5. (6) Reactant: Br[CH2:2][C:3]1[N:4]=[C:5]([C:9]2[CH:14]=[CH:13][C:12]([O:15][CH3:16])=[CH:11][CH:10]=2)[O:6][C:7]=1[CH3:8].[F:17][C:18]1[C:26]([OH:27])=[CH:25][CH:24]=[C:23]([F:28])[C:19]=1[C:20]([NH2:22])=[O:21].C(=O)([O-])[O-].[K+].[K+]. Product: [F:17][C:18]1[C:26]([O:27][CH2:2][C:3]2[N:4]=[C:5]([C:9]3[CH:14]=[CH:13][C:12]([O:15][CH3:16])=[CH:11][CH:10]=3)[O:6][C:7]=2[CH3:8])=[CH:25][CH:24]=[C:23]([F:28])[C:19]=1[C:20]([NH2:22])=[O:21]. The catalyst class is: 3. (7) Reactant: [C:1]([C:4]1[CH:9]=[CH:8][C:7]([CH2:10][O:11][CH2:12][C:13]2[C:21]3[C:20](=[O:22])[NH:19][C:18]([C:23]([OH:25])=[O:24])=[N:17][C:16]=3[S:15][CH:14]=2)=[CH:6][CH:5]=1)([OH:3])=[O:2].[C:26](Cl)(=O)[C:27](Cl)=O.N1C=CC=[CH:34][CH:33]=1. Product: [CH2:33]([O:2][C:1]([C:4]1[CH:9]=[CH:8][C:7]([CH2:10][O:11][CH2:12][C:13]2[C:21]3[C:20](=[O:22])[NH:19][C:18]([C:23]([O:25][CH2:26][CH3:27])=[O:24])=[N:17][C:16]=3[S:15][CH:14]=2)=[CH:6][CH:5]=1)=[O:3])[CH3:34]. The catalyst class is: 198. (8) Reactant: [N:1]1[CH:6]=[CH:5][C:4]([N:7]2[C:11]([NH2:12])=[C:10]3[CH2:13][CH2:14][CH2:15][C:9]3=[N:8]2)=[CH:3][CH:2]=1.CCN(C(C)C)C(C)C.Cl[C:26](Cl)([O:28]C(=O)OC(Cl)(Cl)Cl)Cl.FC(F)(F)C(O)=O.FC(F)(F)C(O)=O.[CH3:51][O:52][CH2:53][CH2:54][N:55]1[CH2:59][C@@H:58]([C:60]2[CH:65]=[CH:64][CH:63]=[CH:62][CH:61]=2)[C@H:57]([NH2:66])[CH2:56]1. Product: [CH3:51][O:52][CH2:53][CH2:54][N:55]1[CH2:59][C@@H:58]([C:60]2[CH:65]=[CH:64][CH:63]=[CH:62][CH:61]=2)[C@H:57]([NH:66][C:26]([NH:12][C:11]2[N:7]([C:4]3[CH:3]=[CH:2][N:1]=[CH:6][CH:5]=3)[N:8]=[C:9]3[CH2:15][CH2:14][CH2:13][C:10]=23)=[O:28])[CH2:56]1. The catalyst class is: 2. (9) Reactant: [C:1]1([CH:7]([C:25]2[CH:30]=[CH:29][CH:28]=[CH:27][CH:26]=2)[CH2:8][NH:9][CH2:10][CH2:11][C@@H:12]([CH3:24])[O:13][C:14]2[CH:15]=[C:16]([CH2:20][C:21]([OH:23])=[O:22])[CH:17]=[CH:18][CH:19]=2)[CH:6]=[CH:5][CH:4]=[CH:3][CH:2]=1.F[C:32]1[CH:39]=[C:38](OC)C=C[C:33]=1[CH:34]=O.[CH3:42][O:43][C:44](=O)[CH3:45].[Cl:47]C1C(C(F)(F)[F:57])=CC=CC=1C=O.Cl.CCOCC. Product: [ClH:47].[F:57][CH2:42][O:43][C:44]1[CH:45]=[CH:34][CH:33]=[CH:32][C:39]=1[CH2:38][N:9]([CH2:8][CH:7]([C:1]1[CH:2]=[CH:3][CH:4]=[CH:5][CH:6]=1)[C:25]1[CH:26]=[CH:27][CH:28]=[CH:29][CH:30]=1)[CH2:10][CH2:11][C@@H:12]([CH3:24])[O:13][C:14]1[CH:15]=[C:16]([CH2:20][C:21]([OH:23])=[O:22])[CH:17]=[CH:18][CH:19]=1. The catalyst class is: 28. (10) Reactant: [C:1]([OH:4])(=[S:3])[CH3:2].C[O-].[Na+].[CH2:8](Br)[CH2:9][CH2:10][CH2:11][CH2:12][CH2:13][CH2:14][CH2:15][CH2:16][CH2:17][CH2:18][CH2:19][CH2:20][CH3:21].Cl. Product: [CH2:21]([CH2:2][C:1]([OH:4])=[S:3])[CH2:20][CH2:19][CH2:18][CH2:17][CH2:16][CH2:15][CH2:14][CH2:13][CH2:12][CH2:11][CH2:10][CH2:9][CH3:8]. The catalyst class is: 24.